From a dataset of Forward reaction prediction with 1.9M reactions from USPTO patents (1976-2016). Predict the product of the given reaction. (1) The product is: [CH3:1][O:2][C:3]1[CH:12]=[CH:11][C:10]2[C:5](=[C:6]([CH2:13][CH2:14][N:15]3[CH2:16][CH2:17][NH:18][CH2:19][CH2:20]3)[CH:7]=[CH:8][N:9]=2)[N:4]=1. Given the reactants [CH3:1][O:2][C:3]1[N:4]=[C:5]2[C:10](=[CH:11][CH:12]=1)[N:9]=[CH:8][CH:7]=[C:6]2[CH2:13][CH2:14][N:15]1[CH2:20][CH2:19][N:18](C(OC(C)(C)C)=O)[CH2:17][CH2:16]1.Cl, predict the reaction product. (2) The product is: [Br:1][C:2]1[CH:3]=[C:4]([CH:5]=[CH:6][CH:7]=1)[CH2:8][NH:9][C:19](=[O:22])[CH:20]=[CH2:21]. Given the reactants [Br:1][C:2]1[CH:3]=[C:4]([CH2:8][NH2:9])[CH:5]=[CH:6][CH:7]=1.CCN(C(C)C)C(C)C.[C:19](Cl)(=[O:22])[CH:20]=[CH2:21], predict the reaction product.